Task: Predict which catalyst facilitates the given reaction.. Dataset: Catalyst prediction with 721,799 reactions and 888 catalyst types from USPTO (1) Reactant: [CH2:1]=[C:2]1[CH2:6][N:5]([C:7]([O:9][C:10]([CH3:13])([CH3:12])[CH3:11])=[O:8])[C@H:4]([C:14]([O:16]C)=[O:15])[CH2:3]1.C(O)C.O[Li].O. Product: [C:10]([O:9][C:7]([N:5]1[CH2:6][C:2](=[CH2:1])[CH2:3][C@H:4]1[C:14]([OH:16])=[O:15])=[O:8])([CH3:13])([CH3:11])[CH3:12]. The catalyst class is: 6. (2) Reactant: Br[CH:2]([C:16]1[CH:21]=[CH:20][CH:19]=[CH:18][CH:17]=1)[C:3]([C:5]1[CH:6]=[CH:7][C:8]2[O:13][CH2:12][C:11](=[O:14])[NH:10][C:9]=2[CH:15]=1)=O.[NH2:22][N:23]1[CH:27]=[CH:26][N:25]=[C:24]1[SH:28]. Product: [C:16]1([CH:2]2[S:28][C:24]3=[N:25][CH:26]=[CH:27][N:23]3[N:22]=[C:3]2[C:5]2[CH:6]=[CH:7][C:8]3[O:13][CH2:12][C:11](=[O:14])[NH:10][C:9]=3[CH:15]=2)[CH:21]=[CH:20][CH:19]=[CH:18][CH:17]=1. The catalyst class is: 548. (3) Reactant: [OH:1][CH2:2][CH:3]([CH2:5][OH:6])[OH:4].[C:7]([O:21][CH3:22])(=O)[CH2:8][CH2:9][CH2:10][CH2:11][CH2:12][CH2:13][CH2:14][CH2:15][CH2:16][CH2:17][CH2:18][CH3:19]. Product: [CH2:19]([O:1][CH2:2][CH:3]([CH2:5][OH:6])[OH:4])[CH2:18][CH2:17][CH2:16][CH2:15][CH2:14][CH2:13][CH2:12][CH2:11][CH2:10][CH2:9][CH2:8][CH3:7].[CH3:2][CH2:22][O:21][CH2:7][CH3:8]. The catalyst class is: 45.